From a dataset of Forward reaction prediction with 1.9M reactions from USPTO patents (1976-2016). Predict the product of the given reaction. (1) Given the reactants C(OC([N:8]1[CH2:13][CH2:12][CH:11]([NH:14][C:15]2[CH:24]=[C:23]([CH3:25])[C:22]3[C:17](=[CH:18][CH:19]=[CH:20][CH:21]=3)[N:16]=2)[CH2:10][CH2:9]1)=O)(C)(C)C.[ClH:26], predict the reaction product. The product is: [ClH:26].[ClH:26].[CH3:25][C:23]1[C:22]2[C:17](=[CH:18][CH:19]=[CH:20][CH:21]=2)[N:16]=[C:15]([NH:14][CH:11]2[CH2:12][CH2:13][NH:8][CH2:9][CH2:10]2)[CH:24]=1. (2) Given the reactants [NH2:1][C:2]1[CH:3]=[C:4]2[C:9](=[C:10]([Cl:12])[CH:11]=1)[N:8]=[CH:7][C:6]([C:13]#[N:14])=[C:5]2[NH:15][C:16]1[CH:21]=[CH:20][C:19]([F:22])=[C:18]([Cl:23])[CH:17]=1.[N:24]1[CH:29]=[C:28]([CH:30]=O)[CH:27]=[N:26][CH:25]=1.[BH3-]C#N.[Na+], predict the reaction product. The product is: [Cl:12][C:10]1[CH:11]=[C:2]([NH:1][CH2:30][C:28]2[CH:29]=[N:24][CH:25]=[N:26][CH:27]=2)[CH:3]=[C:4]2[C:9]=1[N:8]=[CH:7][C:6]([C:13]#[N:14])=[C:5]2[NH:15][C:16]1[CH:21]=[CH:20][C:19]([F:22])=[C:18]([Cl:23])[CH:17]=1. (3) Given the reactants [CH2:1]([O:8][C:9]1[CH:14]=[CH:13][C:12]([C@@H:15]([O:34][Si](CC)(CC)CC)[CH2:16][NH:17][C@H:18]([CH3:33])[CH2:19][C:20]2[C:28]3[C:23](=[C:24]([C:29]([O:31]C)=[O:30])[CH:25]=[CH:26][CH:27]=3)[NH:22][CH:21]=2)=[CH:11][C:10]=1[NH:42][S:43]([CH3:46])(=[O:45])=[O:44])[C:2]1[CH:7]=[CH:6][CH:5]=[CH:4][CH:3]=1.[OH-].[K+].Cl, predict the reaction product. The product is: [CH2:1]([O:8][C:9]1[CH:14]=[CH:13][C:12]([C@@H:15]([OH:34])[CH2:16][NH:17][C@H:18]([CH3:33])[CH2:19][C:20]2[C:28]3[C:23](=[C:24]([C:29]([OH:31])=[O:30])[CH:25]=[CH:26][CH:27]=3)[NH:22][CH:21]=2)=[CH:11][C:10]=1[NH:42][S:43]([CH3:46])(=[O:44])=[O:45])[C:2]1[CH:7]=[CH:6][CH:5]=[CH:4][CH:3]=1. (4) Given the reactants [F:1][C:2]([F:15])([F:14])[S:3]([C:6]1[CH:13]=[CH:12][C:9]([C:10]#[N:11])=[CH:8][CH:7]=1)(=[O:5])=[O:4], predict the reaction product. The product is: [F:14][C:2]([F:1])([F:15])[S:3]([C:6]1[CH:7]=[CH:8][C:9]([CH2:10][NH2:11])=[CH:12][CH:13]=1)(=[O:4])=[O:5].